From a dataset of Forward reaction prediction with 1.9M reactions from USPTO patents (1976-2016). Predict the product of the given reaction. (1) Given the reactants F[P-](F)(F)(F)(F)F.N1(OC(N(C)C)=[N+](C)C)C2N=CC=CC=2N=N1.[Br:25][C:26]1[C:34]2[C:29](=[CH:30][CH:31]=[C:32]([C:35](O)=[O:36])[CH:33]=2)[N:28]([C:38]([C:51]2[CH:56]=[CH:55][CH:54]=[CH:53][CH:52]=2)([C:45]2[CH:50]=[CH:49][CH:48]=[CH:47][CH:46]=2)[C:39]2[CH:44]=[CH:43][CH:42]=[CH:41][CH:40]=2)[N:27]=1.[F:57][C:58]1[CH:72]=[CH:71][CH:70]=[C:69]([F:73])[C:59]=1[CH2:60][CH:61]1[CH2:66][N:65]([CH3:67])[CH2:64][CH:63]([NH2:68])[CH2:62]1.C(N(C(C)C)CC)(C)C, predict the reaction product. The product is: [Br:25][C:26]1[C:34]2[C:29](=[CH:30][CH:31]=[C:32]([C:35]([NH:68][CH:63]3[CH2:62][CH:61]([CH2:60][C:59]4[C:69]([F:73])=[CH:70][CH:71]=[CH:72][C:58]=4[F:57])[CH2:66][N:65]([CH3:67])[CH2:64]3)=[O:36])[CH:33]=2)[N:28]([C:38]([C:45]2[CH:46]=[CH:47][CH:48]=[CH:49][CH:50]=2)([C:51]2[CH:52]=[CH:53][CH:54]=[CH:55][CH:56]=2)[C:39]2[CH:44]=[CH:43][CH:42]=[CH:41][CH:40]=2)[N:27]=1. (2) Given the reactants [OH:1][CH2:2][C:3]1[CH:4]=[C:5]([S:9][C:10]2[CH:17]=[CH:16][C:13]([C:14]#[N:15])=[CH:12][N:11]=2)[CH:6]=[CH:7][CH:8]=1.[OH:18][C:19]1[C:24]([CH3:25])=[C:23](O)[CH:22]=[CH:21][C:20]=1[C:27](=[O:29])[CH3:28], predict the reaction product. The product is: [C:27]([C:20]1[CH:21]=[CH:22][C:23]([O:1][CH2:2][C:3]2[CH:4]=[C:5]([S:9][C:10]3[CH:17]=[CH:16][C:13]([C:14]#[N:15])=[CH:12][N:11]=3)[CH:6]=[CH:7][CH:8]=2)=[C:24]([CH3:25])[C:19]=1[OH:18])(=[O:29])[CH3:28]. (3) Given the reactants [Br:1][C:2]1[CH:7]=[CH:6][C:5]([CH:8]([C:13]2[CH:18]=[CH:17][CH:16]=[CH:15][C:14]=2[CH3:19])[CH2:9][C:10](O)=[O:11])=[CH:4][CH:3]=1.C(N1C=CN=C1)(N1C=CN=C1)=O.Cl.[CH3:33][NH:34][O:35][CH3:36], predict the reaction product. The product is: [Br:1][C:2]1[CH:7]=[CH:6][C:5]([CH:8]([C:13]2[CH:18]=[CH:17][CH:16]=[CH:15][C:14]=2[CH3:19])[CH2:9][C:10]([N:34]([O:35][CH3:36])[CH3:33])=[O:11])=[CH:4][CH:3]=1. (4) The product is: [N:44]1[CH:45]=[CH:46][CH:47]=[CH:48][C:43]=1[CH2:42][NH:22][CH2:23][C:24]1[CH:25]=[CH:26][C:27]([CH2:30][N:31]([CH2:10][C@@H:9]2[CH2:12][CH2:13][CH2:14][NH:8]2)[CH:32]2[C:41]3[N:40]=[CH:39][CH:38]=[CH:37][C:36]=3[CH2:35][CH2:34][CH2:33]2)=[CH:28][CH:29]=1. Given the reactants C([N:8]1[CH2:14][CH2:13][CH2:12][C@H:9]1[CH:10]=O)(OC(C)(C)C)=O.C(OC([N:22]([CH2:42][C:43]1[CH:48]=[CH:47][CH:46]=[CH:45][N:44]=1)[CH2:23][C:24]1[CH:29]=[CH:28][C:27]([CH2:30][NH:31][CH:32]2[C:41]3[N:40]=[CH:39][CH:38]=[CH:37][C:36]=3[CH2:35][CH2:34][CH2:33]2)=[CH:26][CH:25]=1)=O)(C)(C)C.C([BH3-])#N.[Na+], predict the reaction product. (5) Given the reactants [F:1][C:2]1[CH:7]=[C:6](B2OC(C)(C)C(C)(C)O2)[CH:5]=[CH:4][C:3]=1[C:17]1[CH:18]=[N:19][C:20]([NH2:23])=[N:21][CH:22]=1.Br[C:25]1[CH:30]=[CH:29][CH:28]=[CH:27][C:26]=1[S:31]([N:34]1[CH2:37][CH:36]([C:38]([NH:40][CH3:41])=[O:39])[CH2:35]1)(=[O:33])=[O:32], predict the reaction product. The product is: [NH2:23][C:20]1[N:21]=[CH:22][C:17]([C:3]2[CH:4]=[CH:5][C:6]([C:25]3[CH:30]=[CH:29][CH:28]=[CH:27][C:26]=3[S:31]([N:34]3[CH2:35][CH:36]([C:38]([NH:40][CH3:41])=[O:39])[CH2:37]3)(=[O:33])=[O:32])=[CH:7][C:2]=2[F:1])=[CH:18][N:19]=1. (6) Given the reactants [Cl:1][C:2]1[CH:17]=[CH:16][C:5]([O:6][C:7]2[CH:12]=[CH:11][C:10]([N+:13]([O-])=O)=[CH:9][N:8]=2)=[C:4]([CH3:18])[CH:3]=1.[H][H], predict the reaction product. The product is: [Cl:1][C:2]1[CH:17]=[CH:16][C:5]([O:6][C:7]2[CH:12]=[CH:11][C:10]([NH2:13])=[CH:9][N:8]=2)=[C:4]([CH3:18])[CH:3]=1. (7) Given the reactants [Br:1][CH2:2][CH2:3][N:4]([CH2:29][CH2:30][OH:31])[C:5]1[C:22]([N+:23]([O-:25])=[O:24])=[CH:21][C:20]([N+:26]([O-:28])=[O:27])=[CH:19][C:6]=1[C:7]([NH:9][CH2:10][CH2:11][O:12][CH:13]1[CH2:18][CH2:17][CH2:16][CH2:15][O:14]1)=[O:8].CCN(CC)CC.[CH2:39]([S:43](Cl)(=[O:45])=[O:44])[CH2:40][CH2:41][CH3:42].C([O-])(O)=O.[Na+], predict the reaction product. The product is: [CH2:39]([S:43]([O:31][CH2:30][CH2:29][N:4]([CH2:3][CH2:2][Br:1])[C:5]1[C:6]([C:7]([NH:9][CH2:10][CH2:11][O:12][CH:13]2[CH2:18][CH2:17][CH2:16][CH2:15][O:14]2)=[O:8])=[CH:19][C:20]([N+:26]([O-:28])=[O:27])=[CH:21][C:22]=1[N+:23]([O-:25])=[O:24])(=[O:45])=[O:44])[CH2:40][CH2:41][CH3:42].